From a dataset of Forward reaction prediction with 1.9M reactions from USPTO patents (1976-2016). Predict the product of the given reaction. (1) Given the reactants [CH2:1]([N:8]1[C:16]2[C:11](=[C:12](Br)[CH:13]=[CH:14][CH:15]=2)[C:10]([CH3:18])=[C:9]1[C:19]1[CH:24]=[CH:23][CH:22]=[CH:21][CH:20]=1)[C:2]1[CH:7]=[CH:6][CH:5]=[CH:4][CH:3]=1.C([O-])([O-])=O.[K+].[K+].[CH3:31][O:32][C:33]1[CH:38]=[CH:37][C:36](B(O)O)=[CH:35][CH:34]=1.ClCCl, predict the reaction product. The product is: [CH2:1]([N:8]1[C:16]2[C:11](=[C:12]([C:36]3[CH:37]=[CH:38][C:33]([O:32][CH3:31])=[CH:34][CH:35]=3)[CH:13]=[CH:14][CH:15]=2)[C:10]([CH3:18])=[C:9]1[C:19]1[CH:24]=[CH:23][CH:22]=[CH:21][CH:20]=1)[C:2]1[CH:7]=[CH:6][CH:5]=[CH:4][CH:3]=1. (2) Given the reactants [Cl:1][C:2]1[CH:3]=[C:4]([CH:21]=[CH:22][C:23]=1[Cl:24])[CH2:5][C:6]1[NH:15][C:14](=[O:16])[C:13]2[C:8](=[CH:9][C:10]([C:17]([O:19]C)=[O:18])=[CH:11][CH:12]=2)[N:7]=1.[OH-].[Na+].Cl, predict the reaction product. The product is: [Cl:1][C:2]1[CH:3]=[C:4]([CH:21]=[CH:22][C:23]=1[Cl:24])[CH2:5][C:6]1[NH:15][C:14](=[O:16])[C:13]2[C:8](=[CH:9][C:10]([C:17]([OH:19])=[O:18])=[CH:11][CH:12]=2)[N:7]=1.